This data is from Full USPTO retrosynthesis dataset with 1.9M reactions from patents (1976-2016). The task is: Predict the reactants needed to synthesize the given product. Given the product [CH2:1]([O:8][C:9]1[CH:18]=[C:17]2[C:12]([C:13]([N:21]3[CH2:25][CH2:24][CH2:23][CH2:22]3)=[CH:14][C:15]([CH3:19])=[N:16]2)=[CH:11][CH:10]=1)[C:2]1[CH:7]=[CH:6][CH:5]=[CH:4][CH:3]=1, predict the reactants needed to synthesize it. The reactants are: [CH2:1]([O:8][C:9]1[CH:18]=[C:17]2[C:12]([C:13](Cl)=[CH:14][C:15]([CH3:19])=[N:16]2)=[CH:11][CH:10]=1)[C:2]1[CH:7]=[CH:6][CH:5]=[CH:4][CH:3]=1.[NH:21]1[CH2:25][CH2:24][CH2:23][CH2:22]1.